Dataset: Forward reaction prediction with 1.9M reactions from USPTO patents (1976-2016). Task: Predict the product of the given reaction. (1) Given the reactants Cl.[F:2][C:3]1[CH:8]=[CH:7][C:6]([C:9]2[N:14]=[N:13][C:12]([NH2:15])=[N:11][CH:10]=2)=[CH:5][CH:4]=1.Cl[CH:17]([CH2:20][C:21]1[CH:26]=[CH:25][C:24]([O:27][CH3:28])=[CH:23][CH:22]=1)[CH:18]=O, predict the reaction product. The product is: [F:2][C:3]1[CH:4]=[CH:5][C:6]([C:9]2[CH:10]=[N:11][C:12]3[N:13]([C:17]([CH2:20][C:21]4[CH:22]=[CH:23][C:24]([O:27][CH3:28])=[CH:25][CH:26]=4)=[CH:18][N:15]=3)[N:14]=2)=[CH:7][CH:8]=1. (2) Given the reactants [NH2:1][CH2:2][C:3]1[CH:8]=[CH:7][CH:6]=[CH:5][C:4]=1[CH2:9][C:10]([O:12][C:13]([CH3:16])([CH3:15])[CH3:14])=[O:11].Cl[C:18]([O:20][CH2:21][C:22]1[CH:27]=[CH:26][CH:25]=[CH:24][CH:23]=1)=[O:19], predict the reaction product. The product is: [CH2:21]([O:20][C:18]([NH:1][CH2:2][C:3]1[CH:8]=[CH:7][CH:6]=[CH:5][C:4]=1[CH2:9][C:10]([O:12][C:13]([CH3:16])([CH3:15])[CH3:14])=[O:11])=[O:19])[C:22]1[CH:27]=[CH:26][CH:25]=[CH:24][CH:23]=1. (3) Given the reactants C([O:5][C:6](=[O:37])[CH2:7][CH:8]([NH:15][C:16]([C:18]1[S:19][C:20]([C:23](=[O:36])[NH:24][CH2:25][CH2:26][CH2:27][NH:28]C(OC(C)(C)C)=O)=[CH:21][CH:22]=1)=[O:17])[C:9]1[CH:14]=[CH:13][CH:12]=[CH:11][CH:10]=1)(C)(C)C.[C:38]([OH:44])([C:40]([F:43])([F:42])[F:41])=[O:39], predict the reaction product. The product is: [F:41][C:40]([F:43])([F:42])[C:38]([OH:44])=[O:39].[NH2:28][CH2:27][CH2:26][CH2:25][NH:24][C:23]([C:20]1[S:19][C:18]([C:16]([NH:15][CH:8]([C:9]2[CH:10]=[CH:11][CH:12]=[CH:13][CH:14]=2)[CH2:7][C:6]([OH:37])=[O:5])=[O:17])=[CH:22][CH:21]=1)=[O:36]. (4) Given the reactants S(Cl)(Cl)=O.[Cl:5][C:6]1[CH:7]=[C:8]([CH:12]2[C:21]3[CH:20]=[C:19]([C:22]([C:30]4[CH:35]=[CH:34][C:33](Cl)=[CH:32][CH:31]=4)(C4N(C)C=NC=4)[OH:23])[CH:18]=[CH:17][C:16]=3[NH:15]C3=NN=NN23)[CH:9]=[CH:10][CH:11]=1.[OH2:40].C[CH2:42][OH:43], predict the reaction product. The product is: [Cl:5][C:6]1[CH:7]=[C:8]([C:12]2[O:40][N:15]=[C:16]3[CH:17]=[CH:18][C:19]([C:22]([C:30]4[CH:35]=[CH:34][C:33]([O:43][CH3:42])=[CH:32][CH:31]=4)=[O:23])=[CH:20][C:21]=23)[CH:9]=[CH:10][CH:11]=1. (5) The product is: [Cl:1][C:2]1[CH:3]=[C:4]([C:8]2[N:13]=[C:12]([CH2:14][C:15]3[CH:20]=[CH:19][C:18]([C:21]([CH3:26])([CH3:27])[C:22]([OH:24])=[O:23])=[CH:17][CH:16]=3)[CH:11]=[C:10]([CH2:28][CH3:29])[N:9]=2)[CH:5]=[CH:6][CH:7]=1. Given the reactants [Cl:1][C:2]1[CH:3]=[C:4]([C:8]2[N:13]=[C:12]([CH2:14][C:15]3[CH:20]=[CH:19][C:18]([C:21]([CH3:27])([CH3:26])[C:22]([O:24]C)=[O:23])=[CH:17][CH:16]=3)[CH:11]=[C:10]([CH2:28][CH3:29])[N:9]=2)[CH:5]=[CH:6][CH:7]=1.O1CCOCC1.O.[OH-].[Li+].Cl, predict the reaction product. (6) Given the reactants ClC1C(CCCl)=C(C2C=CC=C(OC)C=2)N=C(N2CCOCC2)N=1.FC(F)(F)OC1C=CC(N)=CC=1.C[O:38][C:39]1[CH:40]=[C:41]([C:45]2[C:46]3[CH2:59][CH2:58][N:57]([C:60]4[CH:65]=[CH:64][C:63]([O:66][C:67]([F:70])([F:69])[F:68])=[CH:62][CH:61]=4)[C:47]=3[N:48]=[C:49]([N:51]3[CH2:56][CH2:55][O:54][CH2:53][CH2:52]3)[N:50]=2)[CH:42]=[CH:43][CH:44]=1, predict the reaction product. The product is: [N:51]1([C:49]2[N:50]=[C:45]([C:41]3[CH:40]=[C:39]([OH:38])[CH:44]=[CH:43][CH:42]=3)[C:46]3[CH2:59][CH2:58][N:57]([C:60]4[CH:65]=[CH:64][C:63]([O:66][C:67]([F:70])([F:69])[F:68])=[CH:62][CH:61]=4)[C:47]=3[N:48]=2)[CH2:52][CH2:53][O:54][CH2:55][CH2:56]1. (7) Given the reactants [N+:1]([C:4]1[CH:12]=[C:11]2[C:7]([CH:8]=[N:9][NH:10]2)=[CH:6][CH:5]=1)([O-:3])=[O:2].[CH3:13][Si:14]([CH2:17][CH2:18][O:19][CH2:20]Cl)([CH3:16])[CH3:15].C(N(C(C)C)CC)(C)C.O, predict the reaction product. The product is: [N+:1]([C:4]1[CH:12]=[C:11]2[C:7]([CH:8]=[N:9][N:10]2[CH2:20][O:19][CH2:18][CH2:17][Si:14]([CH3:16])([CH3:15])[CH3:13])=[CH:6][CH:5]=1)([O-:3])=[O:2]. (8) Given the reactants Br[C:2]1[CH:3]=[C:4]([C@H:8]([NH:13]C(=O)OC(C)(C)C)[CH2:9][O:10][CH2:11][CH3:12])[CH:5]=[CH:6][CH:7]=1.CC1(C)C(C)(C)OB([C:29]2[CH:30]=[C:31]([CH:45]=[CH:46][CH:47]=2)[CH2:32][O:33][C:34]2[CH:39]=[CH:38][CH:37]=[CH:36][C:35]=2[CH2:40][C:41]([O:43]C)=[O:42])O1, predict the reaction product. The product is: [NH2:13][C@@H:8]([C:4]1[CH:3]=[C:2]([C:29]2[CH:47]=[CH:46][CH:45]=[C:31]([CH2:32][O:33][C:34]3[CH:39]=[CH:38][CH:37]=[CH:36][C:35]=3[CH2:40][C:41]([OH:43])=[O:42])[CH:30]=2)[CH:7]=[CH:6][CH:5]=1)[CH2:9][O:10][CH2:11][CH3:12]. (9) Given the reactants [C:1]([NH:4][C:5]1[CH:10]=[C:9]([C:11]2[CH:16]=[CH:15][C:14]([Cl:17])=[C:13]([O:18][CH3:19])[C:12]=2[F:20])[N:8]=[C:7]([C:21]([O:23][CH3:24])=[O:22])[C:6]=1[O:25]CC1C=CC=CC=1)(=[O:3])[CH3:2], predict the reaction product. The product is: [C:1]([NH:4][C:5]1[CH:10]=[C:9]([C:11]2[CH:16]=[CH:15][C:14]([Cl:17])=[C:13]([O:18][CH3:19])[C:12]=2[F:20])[N:8]=[C:7]([C:21]([O:23][CH3:24])=[O:22])[C:6]=1[OH:25])(=[O:3])[CH3:2].